Dataset: Reaction yield outcomes from USPTO patents with 853,638 reactions. Task: Predict the reaction yield, written as a fraction of the theoretical maximum amount of product (1.0 means a 100% yield; for example, 0.34 means a 34% yield). (1) The reactants are Br[C:2]1[CH:3]=[CH:4][C:5]([O:10][CH3:11])=[C:6]([CH:9]=1)[CH:7]=[O:8].[CH3:12][S:13][C:14]1[CH:19]=[CH:18][CH:17]=[CH:16][C:15]=1B(O)O.C(=O)([O-])[O-].[K+].[K+]. The catalyst is C1COCC1.O.C1C=CC([P]([Pd]([P](C2C=CC=CC=2)(C2C=CC=CC=2)C2C=CC=CC=2)([P](C2C=CC=CC=2)(C2C=CC=CC=2)C2C=CC=CC=2)[P](C2C=CC=CC=2)(C2C=CC=CC=2)C2C=CC=CC=2)(C2C=CC=CC=2)C2C=CC=CC=2)=CC=1. The product is [CH3:11][O:10][C:5]1[CH:4]=[CH:3][C:2]([C:15]2[CH:16]=[CH:17][CH:18]=[CH:19][C:14]=2[S:13][CH3:12])=[CH:9][C:6]=1[CH:7]=[O:8]. The yield is 0.960. (2) The reactants are [C:1]([CH:3]([C:14]1[CH:19]=[CH:18][C:17]([CH3:20])=[CH:16][C:15]=1[N+:21]([O-])=O)C(OCC1C=CC=CC=1)=O)#N.O. The catalyst is [Pd].C(O)C. The product is [CH3:20][C:17]1[CH:16]=[C:15]2[C:14]([CH:3]=[CH:1][NH:21]2)=[CH:19][CH:18]=1. The yield is 0.740. (3) The reactants are [Br:1][C:2]1[CH:3]=[C:4]2[C:8](=[CH:9][CH:10]=1)NC=[C:5]2C=O.P([O-])([O-])(O)=O.[NH4+:18].[NH4+].[N+:20]([CH2:23][CH2:24][CH3:25])([O-])=O. The catalyst is C(O)(=O)C. The product is [Br:1][C:2]1[CH:10]=[C:9]2[C:8](=[C:4]([CH3:5])[CH:3]=1)[NH:20][CH:23]=[C:24]2[C:25]#[N:18]. The yield is 0.870. (4) The reactants are Br[C:2]1[C:7]([CH3:8])=[CH:6][C:5]([F:9])=[CH:4][N:3]=1.[C:10](=[N:23][NH2:24])([C:17]1[CH:22]=[CH:21][CH:20]=[CH:19][CH:18]=1)[C:11]1[CH:16]=[CH:15][CH:14]=[CH:13][CH:12]=1.CC(C)([O-])C.[K+]. The catalyst is C1(C)C=CC=CC=1.C1(B(O)O)C=CC=CC=1. The product is [C:10](=[N:23][NH:24][C:2]1[C:7]([CH3:8])=[CH:6][C:5]([F:9])=[CH:4][N:3]=1)([C:17]1[CH:18]=[CH:19][CH:20]=[CH:21][CH:22]=1)[C:11]1[CH:16]=[CH:15][CH:14]=[CH:13][CH:12]=1. The yield is 0.640. (5) The reactants are [C:1]([C:3]1[CH:4]=[C:5]([CH:33]=[CH:34][CH:35]=1)[C:6]([NH:8][C:9]1[C:10]([CH3:32])=[C:11]2[C:17]([CH:18]3[CH2:23][CH2:22][N:21](C(OC(C)(C)C)=O)[CH2:20][CH2:19]3)=[CH:16][N:15]([CH3:31])[C:12]2=[N:13][CH:14]=1)=[O:7])#[N:2].Cl.O1CCOCC1. The catalyst is C(Cl)Cl. The product is [C:1]([C:3]1[CH:4]=[C:5]([CH:33]=[CH:34][CH:35]=1)[C:6]([NH:8][C:9]1[C:10]([CH3:32])=[C:11]2[C:17]([CH:18]3[CH2:19][CH2:20][NH:21][CH2:22][CH2:23]3)=[CH:16][N:15]([CH3:31])[C:12]2=[N:13][CH:14]=1)=[O:7])#[N:2]. The yield is 0.990.